Task: Regression. Given two drug SMILES strings and cell line genomic features, predict the synergy score measuring deviation from expected non-interaction effect.. Dataset: NCI-60 drug combinations with 297,098 pairs across 59 cell lines (1) Drug 1: C1=NC2=C(N=C(N=C2N1C3C(C(C(O3)CO)O)F)Cl)N. Drug 2: CC12CCC3C(C1CCC2O)C(CC4=C3C=CC(=C4)O)CCCCCCCCCS(=O)CCCC(C(F)(F)F)(F)F. Cell line: COLO 205. Synergy scores: CSS=-5.58, Synergy_ZIP=5.85, Synergy_Bliss=6.05, Synergy_Loewe=-5.29, Synergy_HSA=-4.86. (2) Drug 1: CCC1(CC2CC(C3=C(CCN(C2)C1)C4=CC=CC=C4N3)(C5=C(C=C6C(=C5)C78CCN9C7C(C=CC9)(C(C(C8N6C)(C(=O)OC)O)OC(=O)C)CC)OC)C(=O)OC)O.OS(=O)(=O)O. Drug 2: C1=NC2=C(N1)C(=S)N=CN2. Cell line: U251. Synergy scores: CSS=18.1, Synergy_ZIP=3.64, Synergy_Bliss=0.788, Synergy_Loewe=-0.603, Synergy_HSA=-0.0987. (3) Drug 1: CS(=O)(=O)C1=CC(=C(C=C1)C(=O)NC2=CC(=C(C=C2)Cl)C3=CC=CC=N3)Cl. Drug 2: CN(CC1=CN=C2C(=N1)C(=NC(=N2)N)N)C3=CC=C(C=C3)C(=O)NC(CCC(=O)O)C(=O)O. Cell line: HOP-92. Synergy scores: CSS=3.02, Synergy_ZIP=-3.55, Synergy_Bliss=-0.773, Synergy_Loewe=-8.47, Synergy_HSA=-1.12. (4) Drug 1: CCC(=C(C1=CC=CC=C1)C2=CC=C(C=C2)OCCN(C)C)C3=CC=CC=C3.C(C(=O)O)C(CC(=O)O)(C(=O)O)O. Drug 2: CC1=C(C=C(C=C1)NC(=O)C2=CC=C(C=C2)CN3CCN(CC3)C)NC4=NC=CC(=N4)C5=CN=CC=C5. Cell line: U251. Synergy scores: CSS=12.5, Synergy_ZIP=-7.94, Synergy_Bliss=-7.86, Synergy_Loewe=-1.33, Synergy_HSA=-1.54. (5) Drug 1: CCN(CC)CCNC(=O)C1=C(NC(=C1C)C=C2C3=C(C=CC(=C3)F)NC2=O)C. Drug 2: CC12CCC3C(C1CCC2OP(=O)(O)O)CCC4=C3C=CC(=C4)OC(=O)N(CCCl)CCCl.[Na+]. Cell line: OVCAR3. Synergy scores: CSS=4.55, Synergy_ZIP=-4.11, Synergy_Bliss=-12.2, Synergy_Loewe=-14.3, Synergy_HSA=-11.9. (6) Drug 1: CCCS(=O)(=O)NC1=C(C(=C(C=C1)F)C(=O)C2=CNC3=C2C=C(C=N3)C4=CC=C(C=C4)Cl)F. Drug 2: CN(CCCl)CCCl.Cl. Cell line: SK-MEL-28. Synergy scores: CSS=25.7, Synergy_ZIP=-0.0508, Synergy_Bliss=-3.07, Synergy_Loewe=-16.3, Synergy_HSA=-7.11. (7) Drug 1: C(=O)(N)NO. Drug 2: CN(CCCl)CCCl.Cl. Cell line: HL-60(TB). Synergy scores: CSS=33.0, Synergy_ZIP=-0.623, Synergy_Bliss=1.96, Synergy_Loewe=-31.5, Synergy_HSA=-0.0924.